From a dataset of Reaction yield outcomes from USPTO patents with 853,638 reactions. Predict the reaction yield, written as a fraction of the theoretical maximum amount of product (1.0 means a 100% yield; for example, 0.34 means a 34% yield). (1) The yield is 1.00. The reactants are [CH3:1][O:2][C:3]1[CH:4]=[C:5]([N:12]2[CH2:17][CH2:16][CH2:15][C@:14]([CH3:21])([C:18](O)=[O:19])[CH2:13]2)[CH:6]=[CH:7][C:8]=1[N+:9]([O-:11])=[O:10].C(Cl)(=O)C(Cl)=O.[NH3:28].O1CCOCC1. The product is [CH3:1][O:2][C:3]1[CH:4]=[C:5]([N:12]2[CH2:17][CH2:16][CH2:15][C@:14]([CH3:21])([C:18]([NH2:28])=[O:19])[CH2:13]2)[CH:6]=[CH:7][C:8]=1[N+:9]([O-:11])=[O:10]. The catalyst is ClCCl.CN(C)C=O. (2) The reactants are Cl.[C:2](Cl)(=[O:9])[C:3]1[CH:8]=[CH:7][CH:6]=[N:5][CH:4]=1.[NH2:11][C:12]1[S:13][C:14]([N:22]2[CH2:27][CH2:26][O:25][CH2:24][CH2:23]2)=[C:15]([C:17]2[O:18][CH:19]=[CH:20][CH:21]=2)[N:16]=1. No catalyst specified. The product is [O:18]1[CH:19]=[CH:20][CH:21]=[C:17]1[C:15]1[N:16]=[C:12]([NH:11][C:2]([C:3]2[CH:4]=[N:5][CH:6]=[CH:7][CH:8]=2)=[O:9])[S:13][C:14]=1[N:22]1[CH2:27][CH2:26][O:25][CH2:24][CH2:23]1. The yield is 0.610.